This data is from Catalyst prediction with 721,799 reactions and 888 catalyst types from USPTO. The task is: Predict which catalyst facilitates the given reaction. (1) Reactant: [N:1]1([CH2:6][C@@H:7]2[C@H:10]([NH:11][C:12](=[O:38])/[C:13](=[N:27]\[O:28][C@@H:29]([CH3:37])[C:30]([O:32]C(C)(C)C)=[O:31])/[C:14]3[N:15]=[C:16]([NH:19]C(OC(C)(C)C)=O)[S:17][CH:18]=3)[C:9](=[O:39])[N:8]2[S:40]([OH:43])(=[O:42])=[O:41])[CH:5]=[N:4][CH:3]=[N:2]1.C(O)(C(F)(F)F)=O. Product: [N:1]1([CH2:6][C@@H:7]2[C@H:10]([NH:11][C:12](=[O:38])/[C:13](=[N:27]\[O:28][C@@H:29]([CH3:37])[C:30]([OH:32])=[O:31])/[C:14]3[N:15]=[C:16]([NH2:19])[S:17][CH:18]=3)[C:9](=[O:39])[N:8]2[S:40]([OH:43])(=[O:41])=[O:42])[CH:5]=[N:4][CH:3]=[N:2]1. The catalyst class is: 2. (2) Reactant: [F:1][C:2]1[CH:7]=[C:6]([S:8][CH3:9])[CH:5]=[C:4]([F:10])[C:3]=1[C:11]1[N:16]=[C:15]([C:17]([O:19][CH3:20])=[O:18])[CH:14]=[CH:13][C:12]=1[F:21].S([O-])(O[O-])(=O)=[O:23].[K+].[K+]. Product: [F:1][C:2]1[CH:7]=[C:6]([S:8]([CH3:9])=[O:23])[CH:5]=[C:4]([F:10])[C:3]=1[C:11]1[N:16]=[C:15]([C:17]([O:19][CH3:20])=[O:18])[CH:14]=[CH:13][C:12]=1[F:21]. The catalyst class is: 2. (3) Product: [NH2:25][C:23](=[O:24])[CH2:22][C:14]1[C:15]2[C:20](=[CH:19][CH:18]=[CH:17][CH:16]=2)[CH:21]=[C:12]([N:11]2[C:7]([NH:6][C:30](=[O:31])[O:32][CH2:33][C:34]([Cl:37])([Cl:36])[Cl:35])=[CH:8][C:9]([C:26]([CH3:29])([CH3:28])[CH3:27])=[N:10]2)[CH:13]=1. The catalyst class is: 13. Reactant: C(=O)(O)[O-].[Na+].[NH2:6][C:7]1[N:11]([C:12]2[CH:13]=[C:14]([CH2:22][C:23]([NH2:25])=[O:24])[C:15]3[C:20]([CH:21]=2)=[CH:19][CH:18]=[CH:17][CH:16]=3)[N:10]=[C:9]([C:26]([CH3:29])([CH3:28])[CH3:27])[CH:8]=1.[C:30](Cl)([O:32][CH2:33][C:34]([Cl:37])([Cl:36])[Cl:35])=[O:31]. (4) Reactant: [NH:1]1[CH2:6][CH2:5][CH:4]([NH:7][C:8](=[O:14])[O:9][C:10]([CH3:13])([CH3:12])[CH3:11])[CH2:3][CH2:2]1.CCN(CC)CC.[CH3:22][C:23](OC(C)=O)=[O:24]. Product: [C:23]([N:1]1[CH2:2][CH2:3][CH:4]([NH:7][C:8](=[O:14])[O:9][C:10]([CH3:11])([CH3:13])[CH3:12])[CH2:5][CH2:6]1)(=[O:24])[CH3:22]. The catalyst class is: 2. (5) Reactant: [NH2:1][C:2]1[CH:7]=[CH:6][C:5]([C:8]2[C:16]3[C:11](=[N:12][CH:13]=[CH:14][CH:15]=3)[NH:10][C:9]=2[C:17]([O:19]C)=O)=[CH:4][CH:3]=1.[NH3:21]. Product: [NH2:1][C:2]1[CH:3]=[CH:4][C:5]([C:8]2[C:16]3[C:11](=[N:12][CH:13]=[CH:14][CH:15]=3)[NH:10][C:9]=2[C:17]([NH2:21])=[O:19])=[CH:6][CH:7]=1. The catalyst class is: 5.